Dataset: Forward reaction prediction with 1.9M reactions from USPTO patents (1976-2016). Task: Predict the product of the given reaction. The product is: [CH3:1][O:2][C:3](=[O:12])[C:4]1[CH:9]=[CH:8][C:7]([N:13]2[CH2:18][CH2:17][O:16][CH2:15][CH2:14]2)=[CH:6][C:5]=1[Cl:11]. Given the reactants [CH3:1][O:2][C:3](=[O:12])[C:4]1[CH:9]=[CH:8][C:7](F)=[CH:6][C:5]=1[Cl:11].[NH:13]1[CH2:18][CH2:17][O:16][CH2:15][CH2:14]1.C(=O)([O-])[O-].[K+].[K+], predict the reaction product.